This data is from Catalyst prediction with 721,799 reactions and 888 catalyst types from USPTO. The task is: Predict which catalyst facilitates the given reaction. (1) Reactant: [CH3:1][N:2]1[C:6](=[O:7])[CH:5]=[CH:4][C:3]1=[O:8].[F:9][CH:10]([CH2:24][C:25]([F:28])([F:27])[F:26])[C:11]([O:14][C:15]([CH:17]1[CH2:22][CH:21]2[CH2:23][CH:18]1[CH:19]=[CH:20]2)=[O:16])([F:13])[F:12].[F:29][CH:30]1[CH:41]=[CH:40][CH:39]=[C:38]([F:42])[C:31]1([CH3:43])[CH2:32][C:33](=[CH2:37])[C:34]([O-:36])=[O:35].CC(N=NC(C#N)(C)C)(C#N)C. Product: [CH3:1][N:2]1[C:6](=[O:7])[CH:5]=[CH:4][C:3]1=[O:8].[F:9][CH:10]([CH2:24][C:25]([F:26])([F:27])[F:28])[C:11]([O:14][C:15]([CH:17]1[CH2:22][CH:21]2[CH2:23][CH:18]1[CH:19]=[CH:20]2)=[O:16])([F:13])[F:12].[F:42][CH:38]1[CH:39]=[CH:40][CH:41]=[C:30]([F:29])[C:31]1([CH3:43])[CH2:32][C:33](=[CH2:37])[C:34]([O-:36])=[O:35]. The catalyst class is: 7. (2) Reactant: [C:1]1([C:31]2[CH:36]=[CH:35][CH:34]=[CH:33][CH:32]=2)[CH:6]=[CH:5][CH:4]=[CH:3][C:2]=1[C@H:7]([NH:26][C:27](=O)[CH2:28]Cl)[C@@H:8]([NH:21][C:22](=O)[CH2:23]Cl)[C:9]1[CH:14]=[CH:13][CH:12]=[CH:11][C:10]=1[C:15]1[CH:20]=[CH:19][CH:18]=[CH:17][CH:16]=1.B.C1COCC1.CO. Product: [C:1]1([C:31]2[CH:36]=[CH:35][CH:34]=[CH:33][CH:32]=2)[CH:6]=[CH:5][CH:4]=[CH:3][C:2]=1[C@H:7]1[C@H:8]([C:9]2[CH:14]=[CH:13][CH:12]=[CH:11][C:10]=2[C:15]2[CH:20]=[CH:19][CH:18]=[CH:17][CH:16]=2)[N:21]2[CH2:28][CH2:27][N:26]1[CH2:23][CH2:22]2. The catalyst class is: 1. (3) Reactant: [NH:1]1[C:5]2=[N:6][CH:7]=[CH:8][CH:9]=[C:4]2[CH:3]=[CH:2]1.[Cl:10][C:11]1[N:16]=[CH:15][C:14]([C:17](Cl)=[O:18])=[CH:13][CH:12]=1.[Cl-].[Al+3].[Cl-].[Cl-]. Product: [Cl:10][C:11]1[N:16]=[CH:15][C:14]([C:17]([C:3]2[C:4]3[C:5](=[N:6][CH:7]=[CH:8][CH:9]=3)[NH:1][CH:2]=2)=[O:18])=[CH:13][CH:12]=1. The catalyst class is: 4. (4) Reactant: C(NB)(C)(C)C.[Al+3].[Cl-].[Cl-].[Cl-].[Br:11][C:12]1[C:16]2[C:17](=O)[CH:18]3[CH:22]([C:15]=2[S:14][CH:13]=1)[CH2:21][N:20](C(C1C=CC=CC=1)C)[CH2:19]3.B.[Al+3].[Cl-].[Cl-].[Cl-]. Product: [Br:11][C:12]1[C:16]2[CH2:17][CH:18]3[CH:22]([C:15]=2[S:14][CH:13]=1)[CH2:21][NH:20][CH2:19]3. The catalyst class is: 4.